From a dataset of Forward reaction prediction with 1.9M reactions from USPTO patents (1976-2016). Predict the product of the given reaction. (1) Given the reactants [OH:1][C:2]1[CH:7]=[C:6]([Cl:8])[CH:5]=[CH:4][C:3]=1[C:9]1[O:10][C:11]([CH:26]([CH3:28])[CH3:27])=[C:12]([CH2:14][CH2:15][C:16]([C:18]2[CH:23]=[CH:22][C:21]([OH:24])=[C:20]([CH3:25])[CH:19]=2)=[O:17])[N:13]=1.Br[C:30]([CH3:37])([CH3:36])[C:31]([O:33][CH2:34][CH3:35])=[O:32].C(=O)([O-])[O-].[K+].[K+], predict the reaction product. The product is: [OH:1][C:2]1[CH:7]=[C:6]([Cl:8])[CH:5]=[CH:4][C:3]=1[C:9]1[O:10][C:11]([CH:26]([CH3:28])[CH3:27])=[C:12]([CH2:14][CH2:15][C:16]([C:18]2[CH:23]=[CH:22][C:21]([O:24][C:30]([CH3:37])([CH3:36])[C:31]([O:33][CH2:34][CH3:35])=[O:32])=[C:20]([CH3:25])[CH:19]=2)=[O:17])[N:13]=1. (2) The product is: [CH2:21]([O:20][C:18](=[O:19])[C:16]1[CH:17]=[C:12]([C:10]#[N:11])[C:13]([N:25]2[CH2:28][CH:27]([C:29](=[O:31])[NH:65][S:62]([C:56]3[CH:61]=[CH:60][CH:59]=[CH:58][CH:57]=3)(=[O:64])=[O:63])[CH2:26]2)=[N:14][C:15]=1[O:23][CH3:24])[CH3:22]. Given the reactants CCN(C(C)C)C(C)C.[C:10]([C:12]1[C:13]([N:25]2[CH2:28][CH:27]([C:29]([OH:31])=O)[CH2:26]2)=[N:14][C:15]([O:23][CH3:24])=[C:16]([C:18]([O:20][CH2:21][CH3:22])=[O:19])[CH:17]=1)#[N:11].C1CN([P+](Br)(N2CCCC2)N2CCCC2)CC1.F[P-](F)(F)(F)(F)F.[C:56]1([S:62]([NH2:65])(=[O:64])=[O:63])[CH:61]=[CH:60][CH:59]=[CH:58][CH:57]=1, predict the reaction product.